Task: Regression. Given two drug SMILES strings and cell line genomic features, predict the synergy score measuring deviation from expected non-interaction effect.. Dataset: NCI-60 drug combinations with 297,098 pairs across 59 cell lines (1) Drug 1: COC1=NC(=NC2=C1N=CN2C3C(C(C(O3)CO)O)O)N. Cell line: COLO 205. Synergy scores: CSS=39.1, Synergy_ZIP=-7.74, Synergy_Bliss=-1.51, Synergy_Loewe=0.715, Synergy_HSA=3.43. Drug 2: C1CN(CCN1C(=O)CCBr)C(=O)CCBr. (2) Drug 1: C1=CN(C(=O)N=C1N)C2C(C(C(O2)CO)O)O.Cl. Drug 2: C1C(C(OC1N2C=NC3=C2NC=NCC3O)CO)O. Cell line: SW-620. Synergy scores: CSS=25.4, Synergy_ZIP=2.16, Synergy_Bliss=3.70, Synergy_Loewe=-9.14, Synergy_HSA=3.42. (3) Drug 1: CC1CCC2CC(C(=CC=CC=CC(CC(C(=O)C(C(C(=CC(C(=O)CC(OC(=O)C3CCCCN3C(=O)C(=O)C1(O2)O)C(C)CC4CCC(C(C4)OC)OCCO)C)C)O)OC)C)C)C)OC. Cell line: HS 578T. Synergy scores: CSS=38.2, Synergy_ZIP=-4.52, Synergy_Bliss=-2.60, Synergy_Loewe=1.11, Synergy_HSA=2.74. Drug 2: CC1C(C(CC(O1)OC2CC(CC3=C2C(=C4C(=C3O)C(=O)C5=C(C4=O)C(=CC=C5)OC)O)(C(=O)CO)O)N)O.Cl. (4) Drug 2: CN(C(=O)NC(C=O)C(C(C(CO)O)O)O)N=O. Drug 1: CC=C1C(=O)NC(C(=O)OC2CC(=O)NC(C(=O)NC(CSSCCC=C2)C(=O)N1)C(C)C)C(C)C. Cell line: A498. Synergy scores: CSS=17.6, Synergy_ZIP=0.828, Synergy_Bliss=0.951, Synergy_Loewe=-28.6, Synergy_HSA=1.40. (5) Drug 1: CC1=CC=C(C=C1)C2=CC(=NN2C3=CC=C(C=C3)S(=O)(=O)N)C(F)(F)F. Synergy scores: CSS=26.6, Synergy_ZIP=-9.97, Synergy_Bliss=1.70, Synergy_Loewe=5.32, Synergy_HSA=4.82. Drug 2: C1CN(CCN1C(=O)CCBr)C(=O)CCBr. Cell line: RPMI-8226.